Dataset: Catalyst prediction with 721,799 reactions and 888 catalyst types from USPTO. Task: Predict which catalyst facilitates the given reaction. (1) The catalyst class is: 6. Product: [CH3:18][O:17][C:16]1[CH:19]=[CH:20][C:13]([C:11]2[NH:22][C:21](=[O:23])[O:10][C:9]=2[C:1]2[CH:8]=[CH:7][C:4]([O:5][CH3:6])=[CH:3][CH:2]=2)=[CH:14][CH:15]=1. Reactant: [C:1]1([C:9]([CH:11]([C:13]2[CH:20]=[CH:19][C:16]([O:17][CH3:18])=[CH:15][CH:14]=2)O)=[O:10])[CH:8]=[CH:7][C:4]([O:5][CH3:6])=[CH:3][CH:2]=1.[C:21](=O)([O:23]C)[NH2:22].N1C=CC=CC=1. (2) Reactant: [C:1]([C:4]1[CH:9]=[CH:8][CH:7]=[CH:6][C:5]=1[CH:10]1[CH2:14][CH2:13][N:12](C(OC(C)(C)C)=O)[CH2:11]1)(=[O:3])[NH2:2].Cl. Product: [NH:12]1[CH2:13][CH2:14][CH:10]([C:5]2[CH:6]=[CH:7][CH:8]=[CH:9][C:4]=2[C:1]([NH2:2])=[O:3])[CH2:11]1. The catalyst class is: 8. (3) Reactant: O[CH2:2][CH:3]1[CH:12]([C:13](NC2C=CC=C(OC)C=2)=[O:14])[C:11]2[C:6](=[CH:7][CH:8]=[CH:9][CH:10]=2)[C:5](=[O:24])[N:4]1[CH2:25][CH2:26][O:27][CH3:28].CC(OI1(OC(C)=O)(OC(C)=O)O[C:40](=O)[C:39]2C=CC=C[C:34]1=2)=O.C([O-])(O)=O.[Na+].[O-][S:57]([O-])(=S)=O.[Na+].[Na+]. Product: [CH3:28][O:27][CH2:26][CH2:25][N:4]1[CH:3]([C:2]2[S:57][CH:34]=[CH:39][CH:40]=2)[CH:12]([CH:13]=[O:14])[C:11]2[C:6](=[CH:7][CH:8]=[CH:9][CH:10]=2)[C:5]1=[O:24]. The catalyst class is: 4. (4) Reactant: [F:1][C:2]1[CH:3]=[C:4]([C@H:13]([NH:21][C:22]([C:24]2[CH:33]=[CH:32][C:27]([C:28]([O:30]C)=[O:29])=[CH:26][N:25]=2)=[O:23])[C:14]2[C:19]([F:20])=[CH:18][CH:17]=[CH:16][N:15]=2)[CH:5]=[CH:6][C:7]=1[O:8][C:9]([F:12])([F:11])[F:10].O.[OH-].[Li+].C1COCC1. Product: [F:1][C:2]1[CH:3]=[C:4]([C@H:13]([NH:21][C:22]([C:24]2[CH:33]=[CH:32][C:27]([C:28]([OH:30])=[O:29])=[CH:26][N:25]=2)=[O:23])[C:14]2[C:19]([F:20])=[CH:18][CH:17]=[CH:16][N:15]=2)[CH:5]=[CH:6][C:7]=1[O:8][C:9]([F:11])([F:12])[F:10]. The catalyst class is: 5.